Predict which catalyst facilitates the given reaction. From a dataset of Catalyst prediction with 721,799 reactions and 888 catalyst types from USPTO. (1) Reactant: [CH2:1]([N:8]1[CH:16]=[C:15]2[C:10]([CH:11]=[C:12]([C:17]3[CH:18]=[C:19]([CH2:27][C:28]4[CH:37]=[C:36]5[C:31]([CH2:32][CH2:33][NH:34][CH2:35]5)=[CH:30][CH:29]=4)[N:20]4[C:25]=3[C:24]([NH2:26])=[N:23][CH:22]=[N:21]4)[CH:13]=[CH:14]2)=[N:9]1)[C:2]1[CH:7]=[CH:6][CH:5]=[CH:4][CH:3]=1.Br[CH2:39][CH2:40][O:41][Si](C(C)(C)C)(C)C.C(N(CC)CC)C.[I-].[Na+]. Product: [NH2:26][C:24]1[C:25]2=[C:17]([C:12]3[CH:13]=[CH:14][C:15]4[C:10]([CH:11]=3)=[N:9][N:8]([CH2:1][C:2]3[CH:3]=[CH:4][CH:5]=[CH:6][CH:7]=3)[CH:16]=4)[CH:18]=[C:19]([CH2:27][C:28]3[CH:37]=[C:36]4[C:31]([CH2:32][CH2:33][N:34]([CH2:39][CH2:40][OH:41])[CH2:35]4)=[CH:30][CH:29]=3)[N:20]2[N:21]=[CH:22][N:23]=1. The catalyst class is: 3. (2) Reactant: [CH3:1][C:2]1[C:3]([C:8]2[CH:13]=[CH:12][C:11]([CH2:14][OH:15])=[CH:10][CH:9]=2)=[N:4][CH:5]=[CH:6][CH:7]=1.[Cr](O[Cr]([O-])(=O)=O)([O-])(=O)=[O:17].[NH+]1C=CC=CC=1.[NH+]1C=CC=CC=1.O. Product: [CH3:1][C:2]1[C:3]([C:8]2[CH:13]=[CH:12][C:11]([C:14]([OH:17])=[O:15])=[CH:10][CH:9]=2)=[N:4][CH:5]=[CH:6][CH:7]=1. The catalyst class is: 3. (3) Reactant: [CH3:1][O:2][C:3]1[CH:8]=[CH:7][C:6](B(O)O)=[CH:5][CH:4]=1.Br[C:13]1[S:14][CH:15]=[CH:16][N:17]=1.C([O-])([O-])=O.[Na+].[Na+]. Product: [CH3:1][O:2][C:3]1[CH:8]=[CH:7][C:6]([C:13]2[S:14][CH:15]=[CH:16][N:17]=2)=[CH:5][CH:4]=1. The catalyst class is: 108. (4) Reactant: [CH3:1][O:2][C:3]1[CH:40]=[CH:39][C:6]([CH2:7][O:8][C@@H:9]2[C@@H:17]([CH:18]=[CH2:19])[O:16][C@H:15]3[C@H:11]([N:12]=[C:13]([N:20]([CH3:28])[C:21](=[O:27])[O:22][C:23]([CH3:26])([CH3:25])[CH3:24])[S:14]3)[C@H:10]2[O:29][CH2:30][C:31]2[CH:36]=[CH:35][C:34]([O:37][CH3:38])=[CH:33][CH:32]=2)=[CH:5][CH:4]=1. Product: [CH2:18]([C@H:17]1[O:16][C@H:15]2[C@H:11]([N:12]=[C:13]([N:20]([CH3:28])[C:21](=[O:27])[O:22][C:23]([CH3:26])([CH3:24])[CH3:25])[S:14]2)[CH:10]([O:29][CH2:30][C:31]2[CH:36]=[CH:35][C:34]([O:37][CH3:38])=[CH:33][CH:32]=2)[C@@H:9]1[O:8][CH2:7][C:6]1[CH:39]=[CH:40][C:3]([O:2][CH3:1])=[CH:4][CH:5]=1)[CH3:19]. The catalyst class is: 470.